Predict the reactants needed to synthesize the given product. From a dataset of Full USPTO retrosynthesis dataset with 1.9M reactions from patents (1976-2016). (1) Given the product [Br:11][C:8]1[C:9]([F:10])=[C:2]([NH:13][C:12](=[O:19])[O:14][C:15]([CH3:18])([CH3:17])[CH3:16])[CH:3]=[C:4]([C:5]#[N:6])[CH:7]=1, predict the reactants needed to synthesize it. The reactants are: Br[C:2]1[CH:3]=[C:4]([CH:7]=[C:8]([Br:11])[C:9]=1[F:10])[C:5]#[N:6].[C:12](=[O:19])([O:14][C:15]([CH3:18])([CH3:17])[CH3:16])[NH2:13].CC1(C)C2C(=C(P(C3C=CC=CC=3)C3C=CC=CC=3)C=CC=2)OC2C(P(C3C=CC=CC=3)C3C=CC=CC=3)=CC=CC1=2.C(=O)([O-])[O-].[Cs+].[Cs+]. (2) The reactants are: C([O:3][C:4]([C:6]1([S:21]([C:24]2[CH:29]=[CH:28][C:27]([O:30][CH3:31])=[CH:26][CH:25]=2)(=[O:23])=[O:22])[CH2:11][CH2:10][N:9]([CH2:12][CH2:13][CH2:14][C:15]2[CH:20]=[CH:19][CH:18]=[CH:17][CH:16]=2)[CH2:8][CH2:7]1)=[O:5])C. Given the product [CH3:31][O:30][C:27]1[CH:28]=[CH:29][C:24]([S:21]([C:6]2([C:4]([OH:5])=[O:3])[CH2:7][CH2:8][N:9]([CH2:12][CH2:13][CH2:14][C:15]3[CH:16]=[CH:17][CH:18]=[CH:19][CH:20]=3)[CH2:10][CH2:11]2)(=[O:23])=[O:22])=[CH:25][CH:26]=1, predict the reactants needed to synthesize it. (3) Given the product [F:1][C:2]1[CH:3]=[C:4]([CH:9]([OH:11])[CH3:10])[CH:5]=[C:6]([F:8])[C:7]=1[B:27]1[O:31][C:30]([CH3:33])([CH3:32])[C:29]([CH3:35])([CH3:34])[O:28]1, predict the reactants needed to synthesize it. The reactants are: [F:1][C:2]1[CH:3]=[C:4]([CH:9]([OH:11])[CH3:10])[CH:5]=[C:6]([F:8])[CH:7]=1.C([Li])CCC.CCCCCC.C(O[B:27]1[O:31][C:30]([CH3:33])([CH3:32])[C:29]([CH3:35])([CH3:34])[O:28]1)(C)C. (4) Given the product [C:1]([CH:10]([OH:11])[C@@H:9]([NH:12][C:13](=[O:22])[O:14][CH2:15][C:16]1[CH:21]=[CH:20][CH:19]=[CH:18][CH:17]=1)[CH3:8])#[N:2], predict the reactants needed to synthesize it. The reactants are: [C-:1]#[N:2].C([Al+]CC)C.[CH3:8][C@H:9]([NH:12][C:13](=[O:22])[O:14][CH2:15][C:16]1[CH:21]=[CH:20][CH:19]=[CH:18][CH:17]=1)[CH:10]=[O:11].[NH4+].[Cl-].O. (5) Given the product [C:12]([OH:14])(=[O:13])[C:5]1[CH:4]=[CH:3][CH:2]=[N:1][CH:6]=1, predict the reactants needed to synthesize it. The reactants are: [N:1]1[CH:6]=[CH:5][CH:4]=[CH:3][C:2]=1C(S)C.IC[C:12]([OH:14])=[O:13].C1(N=C=NC2CCCCC2)CCCCC1. (6) Given the product [F:1][C:2]1[CH:20]=[C:19]([I:21])[CH:18]=[CH:17][C:3]=1[NH:4][C:5]1[C:6]([C:12]([OH:14])=[O:13])=[CH:7][NH:8][C:9](=[O:11])[CH:10]=1, predict the reactants needed to synthesize it. The reactants are: [F:1][C:2]1[CH:20]=[C:19]([I:21])[CH:18]=[CH:17][C:3]=1[NH:4][C:5]1[C:6]([C:12]([O:14]CC)=[O:13])=[CH:7][NH:8][C:9](=[O:11])[CH:10]=1.[OH-].[Na+]. (7) The reactants are: CO[C:3]1[CH:4]=[C:5]([NH:9][C:10]2[CH:26]=[CH:25][C:13]3[S:14][C:15]([C:18]4[CH:23]=[CH:22][N:21]=[C:20]([NH2:24])[N:19]=4)=[C:16]([CH3:17])[C:12]=3[CH:11]=2)[CH:6]=[CH:7][CH:8]=1.NC1C=C([NH:34][C:35](=[O:37])[CH3:36])C=CC=1.COC1C=C(C=CC=1)N. Given the product [NH2:24][C:20]1[N:19]=[C:18]([C:15]2[S:14][C:13]3[CH:25]=[CH:26][C:10]([NH:9][C:5]4[CH:4]=[C:3]([NH:34][C:35](=[O:37])[CH3:36])[CH:8]=[CH:7][CH:6]=4)=[CH:11][C:12]=3[C:16]=2[CH3:17])[CH:23]=[CH:22][N:21]=1, predict the reactants needed to synthesize it.